From a dataset of Full USPTO retrosynthesis dataset with 1.9M reactions from patents (1976-2016). Predict the reactants needed to synthesize the given product. (1) Given the product [OH:8][C@@H:9]1[C@@:37]2([CH3:38])[C:13](=[CH:14][CH:15]=[C:16]3[C@@H:36]2[CH2:35][CH2:34][C@@:33]2([CH3:39])[C@H:17]3[CH2:18][CH:19]=[C:20]2[C@H:21]([CH2:23][CH2:24][C:25]#[C:26][C:27]([CH2:28][CH3:29])([OH:30])[CH2:31][CH3:32])[CH3:22])[CH2:12][C@@H:11]([OH:40])[CH2:10]1, predict the reactants needed to synthesize it. The reactants are: [Si]([O:8][C@@H:9]1[C@@:37]2([CH3:38])[C:13](=[CH:14][CH:15]=[C:16]3[C@@H:36]2[CH2:35][CH2:34][C@@:33]2([CH3:39])[C@H:17]3[CH2:18][CH:19]=[C:20]2[C@H:21]([CH2:23][CH2:24][C:25]#[C:26][C:27]([CH2:31][CH3:32])([OH:30])[CH2:28][CH3:29])[CH3:22])[CH2:12][C@@H:11]([O:40][Si](C(C)(C)C)(C)C)[CH2:10]1)(C(C)(C)C)(C)C.[F-].C([N+](CCCC)(CCCC)CCCC)CCC. (2) Given the product [C:1]([O:5][C:6]([N:8]([CH3:45])[C@H:9]([C:21]([NH:23][C@H:24]([C:29]([N:31]([C@@H:33]([CH:42]([CH3:43])[CH3:44])/[CH:34]=[C:35](/[C:36]([OH:38])=[O:37])\[CH3:41])[CH3:32])=[O:30])[C:25]([CH3:26])([CH3:27])[CH3:28])=[O:22])[C:10]([CH3:20])([CH3:19])[C:11]1[CH:16]=[CH:15][CH:14]=[CH:13][C:12]=1[O:17][CH3:18])=[O:7])([CH3:2])([CH3:3])[CH3:4], predict the reactants needed to synthesize it. The reactants are: [C:1]([O:5][C:6]([N:8]([CH3:45])[C@H:9]([C:21]([NH:23][C@H:24]([C:29]([N:31]([C@@H:33]([CH:42]([CH3:44])[CH3:43])/[CH:34]=[C:35](\[CH3:41])/[C:36]([O:38]CC)=[O:37])[CH3:32])=[O:30])[C:25]([CH3:28])([CH3:27])[CH3:26])=[O:22])[C:10]([CH3:20])([CH3:19])[C:11]1[CH:16]=[CH:15][CH:14]=[CH:13][C:12]=1[O:17][CH3:18])=[O:7])([CH3:4])([CH3:3])[CH3:2].O.[OH-].[Li+]. (3) The reactants are: CC(C)=[O:3].OS(O)(=O)=O.O=[Cr](=O)=O.[Br:14][CH2:15][CH2:16][CH2:17][CH2:18][CH2:19][CH2:20][CH2:21][CH2:22][CH2:23][OH:24]. Given the product [Br:14][CH2:15][CH2:16][CH2:17][CH2:18][CH2:19][CH2:20][CH2:21][CH2:22][C:23]([OH:3])=[O:24], predict the reactants needed to synthesize it.